From a dataset of NCI-60 drug combinations with 297,098 pairs across 59 cell lines. Regression. Given two drug SMILES strings and cell line genomic features, predict the synergy score measuring deviation from expected non-interaction effect. (1) Drug 1: CCC1=C2CN3C(=CC4=C(C3=O)COC(=O)C4(CC)O)C2=NC5=C1C=C(C=C5)O. Drug 2: C(CCl)NC(=O)N(CCCl)N=O. Cell line: SR. Synergy scores: CSS=78.6, Synergy_ZIP=1.28, Synergy_Bliss=1.24, Synergy_Loewe=-2.76, Synergy_HSA=3.50. (2) Drug 1: CC12CCC(CC1=CCC3C2CCC4(C3CC=C4C5=CN=CC=C5)C)O. Drug 2: C1CCC(C1)C(CC#N)N2C=C(C=N2)C3=C4C=CNC4=NC=N3. Cell line: LOX IMVI. Synergy scores: CSS=34.6, Synergy_ZIP=3.46, Synergy_Bliss=4.73, Synergy_Loewe=1.27, Synergy_HSA=8.06. (3) Drug 1: C1CCN(CC1)CCOC2=CC=C(C=C2)C(=O)C3=C(SC4=C3C=CC(=C4)O)C5=CC=C(C=C5)O. Synergy scores: CSS=26.9, Synergy_ZIP=2.11, Synergy_Bliss=5.07, Synergy_Loewe=-34.0, Synergy_HSA=0.125. Cell line: HOP-62. Drug 2: CC1=C2C(C(=O)C3(C(CC4C(C3C(C(C2(C)C)(CC1OC(=O)C(C(C5=CC=CC=C5)NC(=O)OC(C)(C)C)O)O)OC(=O)C6=CC=CC=C6)(CO4)OC(=O)C)O)C)O. (4) Drug 1: C1=C(C(=O)NC(=O)N1)N(CCCl)CCCl. Drug 2: C1=CC(=CC=C1CC(C(=O)O)N)N(CCCl)CCCl.Cl. Cell line: UACC62. Synergy scores: CSS=37.3, Synergy_ZIP=-9.14, Synergy_Bliss=0.536, Synergy_Loewe=0.632, Synergy_HSA=2.44. (5) Cell line: SW-620. Synergy scores: CSS=1.23, Synergy_ZIP=0.584, Synergy_Bliss=-0.823, Synergy_Loewe=-4.48, Synergy_HSA=-2.73. Drug 2: C1=CC(=CC=C1C#N)C(C2=CC=C(C=C2)C#N)N3C=NC=N3. Drug 1: CN1CCC(CC1)COC2=C(C=C3C(=C2)N=CN=C3NC4=C(C=C(C=C4)Br)F)OC.